This data is from Catalyst prediction with 721,799 reactions and 888 catalyst types from USPTO. The task is: Predict which catalyst facilitates the given reaction. Reactant: [NH2:1][CH2:2][C:3]1[C:12](=[O:13])[C:11]2[C:6](=[CH:7][C:8]([Cl:14])=[CH:9][CH:10]=2)[N:5]([C:15]2[CH:20]=[CH:19][CH:18]=[CH:17][CH:16]=2)[CH:4]=1.[N:21]1([C:27](Cl)=[O:28])[CH2:26][CH2:25][O:24][CH2:23][CH2:22]1.C(N(CC)C(C)C)(C)C. Product: [Cl:14][C:8]1[CH:7]=[C:6]2[C:11]([C:12](=[O:13])[C:3]([CH2:2][NH:1][C:27]([N:21]3[CH2:26][CH2:25][O:24][CH2:23][CH2:22]3)=[O:28])=[CH:4][N:5]2[C:15]2[CH:16]=[CH:17][CH:18]=[CH:19][CH:20]=2)=[CH:10][CH:9]=1. The catalyst class is: 2.